Dataset: Reaction yield outcomes from USPTO patents with 853,638 reactions. Task: Predict the reaction yield, written as a fraction of the theoretical maximum amount of product (1.0 means a 100% yield; for example, 0.34 means a 34% yield). The reactants are [C:1]([O:5][C:6](=[O:17])[CH2:7]/[N:8]=[CH:9]/[C:10]1[CH:15]=[CH:14][CH:13]=[C:12]([Cl:16])[CH:11]=1)([CH3:4])([CH3:3])[CH3:2].[Cl:18][C:19]1[CH:24]=[CH:23][C:22](/[C:25](=[CH:28]/[CH2:29][C:30]([CH3:33])([CH3:32])[CH3:31])/[C:26]#[N:27])=[CH:21][CH:20]=1.C(N(CC)CC)C. The catalyst is ClCCCl. The product is [C:1]([O:5][C:6]([CH:7]1[CH:28]([CH2:29][C:30]([CH3:33])([CH3:32])[CH3:31])[C:25]([C:22]2[CH:23]=[CH:24][C:19]([Cl:18])=[CH:20][CH:21]=2)([C:26]#[N:27])[CH:9]([C:10]2[CH:15]=[CH:14][CH:13]=[C:12]([Cl:16])[CH:11]=2)[NH:8]1)=[O:17])([CH3:4])([CH3:2])[CH3:3]. The yield is 0.310.